This data is from NCI-60 drug combinations with 297,098 pairs across 59 cell lines. The task is: Regression. Given two drug SMILES strings and cell line genomic features, predict the synergy score measuring deviation from expected non-interaction effect. (1) Drug 1: CC1=CC=C(C=C1)C2=CC(=NN2C3=CC=C(C=C3)S(=O)(=O)N)C(F)(F)F. Drug 2: CC1=C(C=C(C=C1)C(=O)NC2=CC(=CC(=C2)C(F)(F)F)N3C=C(N=C3)C)NC4=NC=CC(=N4)C5=CN=CC=C5. Cell line: HCT116. Synergy scores: CSS=0.617, Synergy_ZIP=0.148, Synergy_Bliss=0.508, Synergy_Loewe=-2.09, Synergy_HSA=-2.65. (2) Drug 1: C1C(C(OC1N2C=NC3=C(N=C(N=C32)Cl)N)CO)O. Drug 2: C1CN(CCN1C(=O)CCBr)C(=O)CCBr. Cell line: NCI-H460. Synergy scores: CSS=28.8, Synergy_ZIP=2.45, Synergy_Bliss=1.83, Synergy_Loewe=0.616, Synergy_HSA=1.75. (3) Drug 1: C1=CC(=CC=C1CC(C(=O)O)N)N(CCCl)CCCl.Cl. Drug 2: CCCS(=O)(=O)NC1=C(C(=C(C=C1)F)C(=O)C2=CNC3=C2C=C(C=N3)C4=CC=C(C=C4)Cl)F. Cell line: HCT-15. Synergy scores: CSS=18.5, Synergy_ZIP=-2.94, Synergy_Bliss=4.89, Synergy_Loewe=-4.20, Synergy_HSA=0.523. (4) Drug 1: CN1CCC(CC1)COC2=C(C=C3C(=C2)N=CN=C3NC4=C(C=C(C=C4)Br)F)OC. Drug 2: CC=C1C(=O)NC(C(=O)OC2CC(=O)NC(C(=O)NC(CSSCCC=C2)C(=O)N1)C(C)C)C(C)C. Cell line: OVCAR-4. Synergy scores: CSS=25.8, Synergy_ZIP=-9.64, Synergy_Bliss=-7.42, Synergy_Loewe=-32.2, Synergy_HSA=-5.48. (5) Drug 1: CC1=C(C=C(C=C1)NC2=NC=CC(=N2)N(C)C3=CC4=NN(C(=C4C=C3)C)C)S(=O)(=O)N.Cl. Drug 2: COC1=C(C=C2C(=C1)N=CN=C2NC3=CC(=C(C=C3)F)Cl)OCCCN4CCOCC4. Cell line: SW-620. Synergy scores: CSS=2.89, Synergy_ZIP=6.49, Synergy_Bliss=3.12, Synergy_Loewe=-7.65, Synergy_HSA=-6.73. (6) Drug 1: C1=C(C(=O)NC(=O)N1)N(CCCl)CCCl. Drug 2: C1C(C(OC1N2C=NC3=C2NC=NCC3O)CO)O. Cell line: RXF 393. Synergy scores: CSS=16.1, Synergy_ZIP=-5.55, Synergy_Bliss=-4.43, Synergy_Loewe=-2.05, Synergy_HSA=-1.42. (7) Drug 1: CC1CCC2CC(C(=CC=CC=CC(CC(C(=O)C(C(C(=CC(C(=O)CC(OC(=O)C3CCCCN3C(=O)C(=O)C1(O2)O)C(C)CC4CCC(C(C4)OC)OCCO)C)C)O)OC)C)C)C)OC. Drug 2: C1CCC(C(C1)N)N.C(=O)(C(=O)[O-])[O-].[Pt+4]. Cell line: MALME-3M. Synergy scores: CSS=11.2, Synergy_ZIP=-9.86, Synergy_Bliss=-4.14, Synergy_Loewe=-4.21, Synergy_HSA=-2.32. (8) Drug 2: CC1CCC2CC(C(=CC=CC=CC(CC(C(=O)C(C(C(=CC(C(=O)CC(OC(=O)C3CCCCN3C(=O)C(=O)C1(O2)O)C(C)CC4CCC(C(C4)OC)O)C)C)O)OC)C)C)C)OC. Drug 1: C1=C(C(=O)NC(=O)N1)F. Synergy scores: CSS=49.4, Synergy_ZIP=-8.99, Synergy_Bliss=-10.5, Synergy_Loewe=-1.97, Synergy_HSA=-0.991. Cell line: HCT-15. (9) Drug 1: CNC(=O)C1=CC=CC=C1SC2=CC3=C(C=C2)C(=NN3)C=CC4=CC=CC=N4. Drug 2: C1=CN(C(=O)N=C1N)C2C(C(C(O2)CO)O)O.Cl. Cell line: MDA-MB-435. Synergy scores: CSS=9.99, Synergy_ZIP=0.701, Synergy_Bliss=4.91, Synergy_Loewe=1.19, Synergy_HSA=3.26. (10) Drug 1: C1CCC(C1)C(CC#N)N2C=C(C=N2)C3=C4C=CNC4=NC=N3. Drug 2: C(CN)CNCCSP(=O)(O)O. Cell line: OVCAR-4. Synergy scores: CSS=-2.46, Synergy_ZIP=0.314, Synergy_Bliss=-2.26, Synergy_Loewe=-2.51, Synergy_HSA=-3.47.